From a dataset of Forward reaction prediction with 1.9M reactions from USPTO patents (1976-2016). Predict the product of the given reaction. (1) Given the reactants [Si]([O:8][C@H:9]1[CH2:13][N:12]([C:14]([O:16][C:17]([CH3:20])([CH3:19])[CH3:18])=[O:15])[C@H:11]([CH2:21][C:22]#N)[CH2:10]1)(C(C)(C)C)(C)C.C(N(CC)CC)C.[C:31](OC(OC(C)(C)C)=O)(OC(C)(C)C)=[O:32].[OH2:46], predict the reaction product. The product is: [OH:8][C@H:9]1[CH2:13][N:12]([C:14]([O:16][C:17]([CH3:18])([CH3:19])[CH3:20])=[O:15])[C@H:11]([CH2:21][C:22]([O:32][CH3:31])=[O:46])[CH2:10]1. (2) Given the reactants Cl[C:2]1[C:7]([CH:8]=[O:9])=[C:6]([N:10]2[CH2:23][CH2:22][N:13]3[C:14]4[CH2:15][CH2:16][CH2:17][CH2:18][C:19]=4[C:20]([F:21])=[C:12]3[C:11]2=[O:24])[N:5]=[CH:4][CH:3]=1.[CH3:25][N:26]1[CH:31]=[C:30](B2OC(C)(C)C(C)(C)O2)[CH:29]=[C:28]([NH:41][C:42]2[CH:47]=[CH:46][C:45]([N:48]3[CH2:53][CH2:52][N:51]([CH:54]4[CH2:57][O:56][CH2:55]4)[CH2:50][CH2:49]3)=[CH:44][N:43]=2)[C:27]1=[O:58].CC(O[Na])=O.[O-]P([O-])([O-])=O.[K+].[K+].[K+], predict the reaction product. The product is: [F:21][C:20]1[C:19]2[CH2:18][CH2:17][CH2:16][CH2:15][C:14]=2[N:13]2[CH2:22][CH2:23][N:10]([C:6]3[N:5]=[CH:4][CH:3]=[C:2]([C:30]4[CH:29]=[C:28]([NH:41][C:42]5[CH:47]=[CH:46][C:45]([N:48]6[CH2:53][CH2:52][N:51]([CH:54]7[CH2:55][O:56][CH2:57]7)[CH2:50][CH2:49]6)=[CH:44][N:43]=5)[C:27](=[O:58])[N:26]([CH3:25])[CH:31]=4)[C:7]=3[CH:8]=[O:9])[C:11](=[O:24])[C:12]=12.